From a dataset of Reaction yield outcomes from USPTO patents with 853,638 reactions. Predict the reaction yield, written as a fraction of the theoretical maximum amount of product (1.0 means a 100% yield; for example, 0.34 means a 34% yield). (1) The reactants are [CH2:1]([O:3][C:4]([CH:6]1[CH2:11][C:10](=[O:12])[CH:9]=[CH:8][O:7]1)=[O:5])[CH3:2]. The catalyst is C(OCC)(=O)C.[Pd]. The product is [CH2:1]([O:3][C:4]([CH:6]1[CH2:11][C:10](=[O:12])[CH2:9][CH2:8][O:7]1)=[O:5])[CH3:2]. The yield is 0.330. (2) The yield is 0.960. The catalyst is CN(C)C=O.C(OCC)(=O)C. The product is [F:1][C:2]1[CH:3]=[CH:4][C:5]([S:8][CH:9]([C:20]2[C:25]([F:26])=[CH:24][CH:23]=[C:22]([F:27])[C:21]=2[F:28])[C:10]2[C:11]([CH3:19])=[CH:12][C:13]([C:16]([NH2:36])=[O:17])=[N:14][CH:15]=2)=[CH:6][CH:7]=1. The reactants are [F:1][C:2]1[CH:7]=[CH:6][C:5]([S:8][CH:9]([C:20]2[C:25]([F:26])=[CH:24][CH:23]=[C:22]([F:27])[C:21]=2[F:28])[C:10]2[C:11]([CH3:19])=[CH:12][C:13]([C:16](O)=[O:17])=[N:14][CH:15]=2)=[CH:4][CH:3]=1.F[P-](F)(F)(F)(F)F.[N:36]1(O[P+](N2CCCC2)(N2CCCC2)N2CCCC2)C2C=CC=CC=2N=N1.ON1C2C=CC=CC=2N=N1.[Cl-].[NH4+].C(N(C(C)C)C(C)C)C. (3) The yield is 0.650. The product is [CH2:1]([O:8][C:9]1[C:14]([CH3:15])=[CH:13][C:12]([C:16]2[NH:25][C:24](=[O:26])[C:23]3[C:18](=[CH:19][C:20]([O:29][CH3:30])=[CH:21][C:22]=3[OH:27])[N:17]=2)=[CH:11][C:10]=1[CH3:31])[C:2]1[CH:3]=[CH:4][CH:5]=[CH:6][CH:7]=1. The reactants are [CH2:1]([O:8][C:9]1[C:14]([CH3:15])=[CH:13][C:12]([C:16]2[NH:25][C:24](=[O:26])[C:23]3[C:18](=[CH:19][C:20]([O:29][CH3:30])=[CH:21][C:22]=3[O:27]C)[N:17]=2)=[CH:11][C:10]=1[CH3:31])[C:2]1[CH:7]=[CH:6][CH:5]=[CH:4][CH:3]=1.[Br-].[Mg+2].[Br-]. The catalyst is N1C=CC=CC=1.